From a dataset of Forward reaction prediction with 1.9M reactions from USPTO patents (1976-2016). Predict the product of the given reaction. Given the reactants Br[C:2]1[CH:7]=[C:6]([F:8])[C:5]([C:9]2([CH2:12][NH:13][C:14](=[O:25])[C:15]3[CH:20]=[CH:19][CH:18]=[CH:17][C:16]=3[C:21]([F:24])([F:23])[F:22])[CH2:11][CH2:10]2)=[C:4]([F:26])[CH:3]=1.[CH:27]1(B(O)O)[CH2:29][CH2:28]1.[O-]P([O-])([O-])=O.[K+].[K+].[K+].CCOC(C)=O, predict the reaction product. The product is: [CH:27]1([C:2]2[CH:7]=[C:6]([F:8])[C:5]([C:9]3([CH2:12][NH:13][C:14](=[O:25])[C:15]4[CH:20]=[CH:19][CH:18]=[CH:17][C:16]=4[C:21]([F:22])([F:24])[F:23])[CH2:10][CH2:11]3)=[C:4]([F:26])[CH:3]=2)[CH2:29][CH2:28]1.